This data is from Peptide-MHC class I binding affinity with 185,985 pairs from IEDB/IMGT. The task is: Regression. Given a peptide amino acid sequence and an MHC pseudo amino acid sequence, predict their binding affinity value. This is MHC class I binding data. (1) The peptide sequence is KVCRSPAQK. The MHC is HLA-A11:01 with pseudo-sequence HLA-A11:01. The binding affinity (normalized) is 0.562. (2) The peptide sequence is RTTLWCDVR. The MHC is HLA-A02:01 with pseudo-sequence HLA-A02:01. The binding affinity (normalized) is 0.125.